Predict the product of the given reaction. From a dataset of Forward reaction prediction with 1.9M reactions from USPTO patents (1976-2016). Given the reactants [C:1](NC1C=C(B(O)O)C=CC=1)(=O)C=C.C(=O)([O-])[O-].[Na+].[Na+].[CH3:21][C:22]1[C:30]2[C:25](=[N:26][CH:27]=[C:28]([C:31]3[CH:32]=[C:33]([NH:37][C:38](=[O:41])[CH:39]=[CH2:40])[CH:34]=[CH:35][CH:36]=3)[CH:29]=2)[NH:24]N=1, predict the reaction product. The product is: [CH3:21][C:22]1[C:30]2[C:25](=[N:26][CH:27]=[C:28]([C:31]3[CH:32]=[C:33]([NH:37][C:38](=[O:41])[CH:39]=[CH2:40])[CH:34]=[CH:35][CH:36]=3)[CH:29]=2)[NH:24][CH:1]=1.